This data is from Catalyst prediction with 721,799 reactions and 888 catalyst types from USPTO. The task is: Predict which catalyst facilitates the given reaction. Reactant: [Cl:1][C:2]1[CH:3]=[N:4][CH:5]=[C:6]([Cl:24])[C:7]=1[NH:8][C:9]([C:11]1[C:12]2[N:13]([N:19]=[C:20]([CH2:22][OH:23])[CH:21]=2)[C:14]([O:17][CH3:18])=[CH:15][CH:16]=1)=[O:10]. Product: [Cl:24][C:6]1[CH:5]=[N:4][CH:3]=[C:2]([Cl:1])[C:7]=1[NH:8][C:9]([C:11]1[C:12]2[N:13]([N:19]=[C:20]([CH:22]=[O:23])[CH:21]=2)[C:14]([O:17][CH3:18])=[CH:15][CH:16]=1)=[O:10]. The catalyst class is: 428.